Predict which catalyst facilitates the given reaction. From a dataset of Catalyst prediction with 721,799 reactions and 888 catalyst types from USPTO. (1) Reactant: [F:1][C:2]1[CH:3]=[C:4]([CH:8]=[C:9]([O:11][CH3:12])[CH:10]=1)[C:5](O)=[O:6].C(Cl)(=O)C([Cl:16])=O. Product: [F:1][C:2]1[CH:3]=[C:4]([CH:8]=[C:9]([O:11][CH3:12])[CH:10]=1)[C:5]([Cl:16])=[O:6]. The catalyst class is: 59. (2) Reactant: C([NH:8][CH2:9][CH2:10][S:11][CH2:12][C:13]1[CH:18]=[CH:17][CH:16]=[CH:15][CH:14]=1)(OC(C)(C)C)=O.[C:19]([OH:25])([C:21]([F:24])([F:23])[F:22])=[O:20]. Product: [F:22][C:21]([F:24])([F:23])[C:19]([O-:25])=[O:20].[CH2:12]([S:11][CH2:10][CH2:9][NH3+:8])[C:13]1[CH:18]=[CH:17][CH:16]=[CH:15][CH:14]=1. The catalyst class is: 2. (3) Reactant: [CH3:1][N:2]([CH2:4][C:5]1[C:13]2[O:12][N:11]=[C:10]([CH2:14][CH2:15][CH:16]3[CH2:21][CH2:20][N:19]([CH2:22][C:23]([CH3:44])([CH3:43])[CH2:24][O:25][Si](C(C)(C)C)(C4C=CC=CC=4)C4C=CC=CC=4)[CH2:18][CH2:17]3)[C:9]=2[CH:8]=[CH:7][C:6]=1[O:45][CH2:46][CH2:47][CH3:48])[CH3:3].[F-].C([N+](CCCC)(CCCC)CCCC)CCC.C(OCC)(=O)C. Product: [CH3:1][N:2]([CH2:4][C:5]1[C:13]2[O:12][N:11]=[C:10]([CH2:14][CH2:15][CH:16]3[CH2:21][CH2:20][N:19]([CH2:22][C:23]([CH3:43])([CH3:44])[CH2:24][OH:25])[CH2:18][CH2:17]3)[C:9]=2[CH:8]=[CH:7][C:6]=1[O:45][CH2:46][CH2:47][CH3:48])[CH3:3]. The catalyst class is: 7. (4) Reactant: [Br:1][C:2]1[CH:3]=[C:4]([C:14]([F:17])([F:16])[F:15])[C:5]2[N:6]([CH:8]=[C:9]([C:11]([OH:13])=[O:12])[N:10]=2)[CH:7]=1.[N+:18]([O-])([OH:20])=[O:19]. Product: [Br:1][C:2]1[CH:3]=[C:4]([C:14]([F:16])([F:17])[F:15])[C:5]2[N:6]([C:8]([N+:18]([O-:20])=[O:19])=[C:9]([C:11]([OH:13])=[O:12])[N:10]=2)[CH:7]=1. The catalyst class is: 82. (5) Reactant: I[C:2]1[CH:3]=[C:4]2[N:10]=[CH:9][N:8]([CH2:11][C:12]3[CH:28]=[CH:27][C:15]4[N:16]=[C:17]([NH:19][C@@H:20]5[CH2:25][CH2:24][CH2:23][CH2:22][C@H:21]5[OH:26])[S:18][C:14]=4[CH:13]=3)[C:5]2=[N:6][CH:7]=1.[NH:29]1[CH2:34][CH2:33][O:32][CH2:31][CH2:30]1.N1CCC[C@H]1C(O)=O.C([O-])([O-])=O.[K+].[K+]. Product: [O:32]1[CH2:33][CH2:34][N:29]([C:2]2[CH:3]=[C:4]3[N:10]=[CH:9][N:8]([CH2:11][C:12]4[CH:28]=[CH:27][C:15]5[N:16]=[C:17]([NH:19][C@@H:20]6[CH2:25][CH2:24][CH2:23][CH2:22][C@H:21]6[OH:26])[S:18][C:14]=5[CH:13]=4)[C:5]3=[N:6][CH:7]=2)[CH2:30][CH2:31]1. The catalyst class is: 156.